Predict the reactants needed to synthesize the given product. From a dataset of Full USPTO retrosynthesis dataset with 1.9M reactions from patents (1976-2016). (1) Given the product [Br:17][C:14]1[CH:15]=[CH:16][C:11]([O:10][C:7]2[N:6]=[CH:5][C:4]([CH:3]=[O:2])=[CH:9][CH:8]=2)=[CH:12][C:13]=1[CH3:18], predict the reactants needed to synthesize it. The reactants are: C[O:2][C:3](=O)[C:4]1[CH:9]=[CH:8][C:7]([O:10][C:11]2[CH:16]=[CH:15][C:14]([Br:17])=[C:13]([CH3:18])[CH:12]=2)=[N:6][CH:5]=1.[H-].[H-].[H-].[H-].[Li+].[Al+3]. (2) Given the product [CH3:1][N:2]1[CH:6]=[C:5]([C:7]2[CH:8]=[C:9]3[C:15]([C:16]4[N:21]=[C:20]([N:22]5[CH2:28][CH2:27][CH2:26][C@H:25]([NH2:29])[CH2:24][CH2:23]5)[CH:19]=[CH:18][CH:17]=4)=[N:14][NH:13][C:10]3=[CH:11][N:12]=2)[CH:4]=[N:3]1, predict the reactants needed to synthesize it. The reactants are: [CH3:1][N:2]1[CH:6]=[C:5]([C:7]2[CH:8]=[C:9]3[C:15]([C:16]4[N:21]=[C:20]([N:22]5[CH2:28][CH2:27][CH2:26][C@H:25]([NH:29]C(=O)OCC6C=CC=CC=6)[CH2:24][CH2:23]5)[CH:19]=[CH:18][CH:17]=4)=[N:14][N:13](C4CCCCO4)[C:10]3=[CH:11][N:12]=2)[CH:4]=[N:3]1.B(Br)(Br)Br.C(OCC)(=O)C.O. (3) Given the product [Cl:1][C:2]1[C:3]([N:9]2[CH:13]=[C:12]([CH2:14][CH2:15][CH2:16][OH:17])[C:11]([CH:21]([CH3:23])[CH3:22])=[N:10]2)=[N:4][CH:5]=[C:6]([Cl:8])[CH:7]=1, predict the reactants needed to synthesize it. The reactants are: [Cl:1][C:2]1[C:3]([N:9]2[CH:13]=[C:12]([CH2:14][CH2:15][CH2:16][O:17]COC)[C:11]([CH:21]([CH3:23])[CH3:22])=[N:10]2)=[N:4][CH:5]=[C:6]([Cl:8])[CH:7]=1.Cl. (4) The reactants are: [Cl:1][C:2]1[CH:7]=[CH:6][C:5]([C:8]#[C:9][CH2:10][O:11][C:12]2[CH:17]=[CH:16][C:15]([S:18](Cl)(=[O:20])=[O:19])=[CH:14][CH:13]=2)=[CH:4][CH:3]=1.Cl.[C:23]([O:27][C:28](=[O:32])[CH2:29][NH:30][CH3:31])([CH3:26])([CH3:25])[CH3:24]. Given the product [Cl:1][C:2]1[CH:7]=[CH:6][C:5]([C:8]#[C:9][CH2:10][O:11][C:12]2[CH:17]=[CH:16][C:15]([S:18]([N:30]([CH2:29][C:28]([O:27][C:23]([CH3:26])([CH3:25])[CH3:24])=[O:32])[CH3:31])(=[O:20])=[O:19])=[CH:14][CH:13]=2)=[CH:4][CH:3]=1, predict the reactants needed to synthesize it. (5) Given the product [O:15]1[CH2:20][CH2:19][N:18]([C:6]([C:5]2[CH:4]=[N:3][C:2]([OH:1])=[CH:10][CH:9]=2)=[O:8])[C:17]2[CH:21]=[N:22][CH:23]=[CH:24][C:16]1=2, predict the reactants needed to synthesize it. The reactants are: [OH:1][C:2]1[CH:10]=[CH:9][C:5]([C:6]([OH:8])=O)=[CH:4][N:3]=1.S(Cl)(Cl)=O.[O:15]1[CH2:20][CH2:19][NH:18][C:17]2[CH:21]=[N:22][CH:23]=[CH:24][C:16]1=2.C(=O)([O-])[O-].[K+].[K+].C(=O)([O-])O.[Na+]. (6) The reactants are: [Cl:1][C:2]1[CH:3]=[CH:4][C:5]2[O:10][CH2:9][CH:8]([CH2:11][OH:12])[O:7][C:6]=2[CH:13]=1.[C:14]1([CH3:24])[CH:19]=[CH:18][C:17]([S:20](Cl)(=[O:22])=[O:21])=[CH:16][CH:15]=1.O.CCOC(C)=O. Given the product [CH3:24][C:14]1[CH:19]=[CH:18][C:17]([S:20]([O:12][CH2:11][CH:8]2[O:7][C:6]3[CH:13]=[C:2]([Cl:1])[CH:3]=[CH:4][C:5]=3[O:10][CH2:9]2)(=[O:22])=[O:21])=[CH:16][CH:15]=1, predict the reactants needed to synthesize it. (7) The reactants are: [NH2:1][C:2]1[C:11]([F:12])=[C:10]([NH:13][CH2:14][CH2:15][NH:16][C:17]2[CH:22]=[CH:21][C:20]([C:23]([O:25]CC)=[O:24])=[CH:19][N:18]=2)[C:9]([O:28][CH3:29])=[C:8]2[C:3]=1[C:4](=[O:33])[CH:5]=[CH:6][N:7]2[CH:30]1[CH2:32][CH2:31]1.Cl. Given the product [NH2:1][C:2]1[C:11]([F:12])=[C:10]([NH:13][CH2:14][CH2:15][NH:16][C:17]2[CH:22]=[CH:21][C:20]([C:23]([OH:25])=[O:24])=[CH:19][N:18]=2)[C:9]([O:28][CH3:29])=[C:8]2[C:3]=1[C:4](=[O:33])[CH:5]=[CH:6][N:7]2[CH:30]1[CH2:32][CH2:31]1, predict the reactants needed to synthesize it.